From a dataset of Full USPTO retrosynthesis dataset with 1.9M reactions from patents (1976-2016). Predict the reactants needed to synthesize the given product. (1) Given the product [CH3:1][C@H:2]1[C@@H:6]([CH3:7])[N:5]([CH2:8][CH2:9][C:10]2[NH:11][C:17](=[O:26])[C:18]3[C:19]([CH:25]=2)=[C:20]([CH3:24])[CH:21]=[CH:22][CH:23]=3)[C@H:4]([CH2:12][OH:13])[CH2:3]1, predict the reactants needed to synthesize it. The reactants are: [CH3:1][C@H:2]1[C@@H:6]([CH3:7])[N:5]([CH2:8][CH2:9][C:10]#[N:11])[C@H:4]([CH2:12][OH:13])[CH2:3]1.C(N(CC)[C:17](=[O:26])[C:18]1[CH:23]=[CH:22][CH:21]=[C:20]([CH3:24])[C:19]=1[CH3:25])C. (2) Given the product [C:17]([O:21][C:22]([C:23]1[C:24]([O:28][CH2:29][C:30]2[CH:35]=[CH:34][CH:33]=[CH:32][CH:31]=2)=[C:25]([OH:26])[N:16]=[C:14]([CH2:13][C:8]2([C:5]3[CH:4]=[CH:3][C:2]([Br:1])=[CH:7][CH:6]=3)[CH2:12][CH2:11][CH2:10][CH2:9]2)[N:15]=1)=[O:37])([CH3:20])([CH3:18])[CH3:19], predict the reactants needed to synthesize it. The reactants are: [Br:1][C:2]1[CH:7]=[CH:6][C:5]([C:8]2([CH2:13][C:14]([NH2:16])=[NH:15])[CH2:12][CH2:11][CH2:10][CH2:9]2)=[CH:4][CH:3]=1.[C:17]([O:21][C:22](=[O:37])/[C:23](/O)=[C:24](\[O:28][CH2:29][C:30]1[CH:35]=[CH:34][CH:33]=[CH:32][CH:31]=1)/[C:25](O)=[O:26])([CH3:20])([CH3:19])[CH3:18].C[O-].[Na+]. (3) The reactants are: [CH3:1][N:2]1[C:10]2[CH:9]=[CH:8][CH:7]=[C:6]3[CH2:11][CH2:12][N:13]([C:15]([O:17][C:18]([CH3:21])([CH3:20])[CH3:19])=[O:16])[CH2:14][CH:4]([C:5]=23)[CH2:3]1.C(#N)C.[Cl:25]N1C(=O)CCC1=O. Given the product [Cl:25][C:7]1[CH:8]=[CH:9][C:10]2[N:2]([CH3:1])[CH2:3][CH:4]3[CH2:14][N:13]([C:15]([O:17][C:18]([CH3:21])([CH3:20])[CH3:19])=[O:16])[CH2:12][CH2:11][C:6]=1[C:5]=23, predict the reactants needed to synthesize it.